Task: Predict the reactants needed to synthesize the given product.. Dataset: Full USPTO retrosynthesis dataset with 1.9M reactions from patents (1976-2016) (1) Given the product [Br:1][C:2]1[CH:7]=[CH:6][C:5]([C:8]2[S:12][CH:11]=[C:10]([C:13](=[N:15][NH:16][C:17]([N:19]3[CH2:24][CH2:23][N:22]([CH2:25][CH2:26][C:27]([OH:29])=[O:28])[CH2:21][CH2:20]3)=[S:18])[CH3:14])[C:9]=2[OH:31])=[CH:4][CH:3]=1, predict the reactants needed to synthesize it. The reactants are: [Br:1][C:2]1[CH:7]=[CH:6][C:5]([C:8]2[S:12][CH:11]=[C:10]([C:13](=[N:15][NH:16][C:17]([N:19]3[CH2:24][CH2:23][N:22]([CH2:25][CH2:26][C:27]([O:29]C)=[O:28])[CH2:21][CH2:20]3)=[S:18])[CH3:14])[C:9]=2[OH:31])=[CH:4][CH:3]=1. (2) Given the product [C:8]([O:11][C:12]1[CH:29]=[CH:28][CH:27]=[CH:26][C:13]=1[C:14]([O:16][CH2:17][C:18]1[CH:23]=[CH:22][CH:21]=[C:20]([CH2:24][O:25][C:2]([O:4][CH:5]([Cl:7])[CH3:6])=[O:3])[CH:19]=1)=[O:15])(=[O:10])[CH3:9], predict the reactants needed to synthesize it. The reactants are: Cl[C:2]([O:4][CH:5]([Cl:7])[CH3:6])=[O:3].[C:8]([O:11][C:12]1[CH:29]=[CH:28][CH:27]=[CH:26][C:13]=1[C:14]([O:16][CH2:17][C:18]1[CH:23]=[CH:22][CH:21]=[C:20]([CH2:24][OH:25])[CH:19]=1)=[O:15])(=[O:10])[CH3:9].N1C=CC=CC=1.